This data is from Full USPTO retrosynthesis dataset with 1.9M reactions from patents (1976-2016). The task is: Predict the reactants needed to synthesize the given product. (1) Given the product [CH:1]1[C:31]2[C:10]3([C:9]4[CH:8]=[CH:7][CH:19]=[CH:18][C:17]=4[C:16]4[C:11]3=[CH:12][CH:13]=[CH:14][CH:15]=4)[C:20]3[C:25](=[CH:24][CH:23]=[CH:22][CH:21]=3)[C:26]=2[CH:4]=[CH:3][C:2]=1[S:32]([C:7]1[CH:8]=[CH:9][C:17]2[C:16]3[C:11](=[CH:12][CH:13]=[CH:14][CH:15]=3)[C:10]3([C:31]4[CH:30]=[CH:29][CH:28]=[CH:27][C:26]=4[C:25]4[C:20]3=[CH:21][CH:22]=[CH:23][CH:24]=4)[C:18]=2[CH:19]=1)=[O:33], predict the reactants needed to synthesize it. The reactants are: [CH2:1]([Li])[CH2:2][CH2:3][CH3:4].Br[C:7]1[CH:19]=[CH:18][C:17]2[C:16]3[C:11](=[CH:12][CH:13]=[CH:14][CH:15]=3)[C:10]3([C:31]4[CH:30]=[CH:29][CH:28]=[CH:27][C:26]=4[C:25]4[C:20]3=[CH:21][CH:22]=[CH:23][CH:24]=4)[C:9]=2[CH:8]=1.[S:32](Cl)(Cl)=[O:33].O. (2) Given the product [OH:12][C:13]([C@H:16]1[CH2:20][CH2:19][N:18]([C:2]2[CH:9]=[CH:8][C:5]([C:6]#[N:7])=[CH:4][C:3]=2[O:10][CH3:11])[C@H:17]1[CH3:21])([CH3:15])[CH3:14], predict the reactants needed to synthesize it. The reactants are: F[C:2]1[CH:9]=[CH:8][C:5]([C:6]#[N:7])=[CH:4][C:3]=1[O:10][CH3:11].[OH:12][C:13]([C@H:16]1[CH2:20][CH2:19][NH:18][C@H:17]1[CH3:21])([CH3:15])[CH3:14].C(=O)([O-])[O-].[Li+].[Li+]. (3) Given the product [CH3:16][CH2:15][CH2:14][CH2:13][CH2:12][CH2:11][CH2:10][CH2:9][CH2:8][CH2:7][CH2:6][CH2:5][CH2:4][CH2:3][CH2:2][C:1]([O:18][CH2:19][C@@H:20]([OH:21])[CH2:23][O:24][P:25]([O:28][CH2:29][CH2:30][N+:31]([CH3:32])([CH3:34])[CH3:33])([O-:27])=[O:26])=[O:17].[CH3:35][CH2:36][C:37]1[C:38]([CH3:74])=[C:39]2[NH:56][C:55]=1[CH:54]=[C:53]1[C:57]([CH3:62])=[C:58]3[C:59]([CH2:61][C:50]([C:51]3=[N:52]1)=[C:49]1[C@@H:63]([CH2:66][CH2:67][C:68]([OH:70])=[O:69])[C@H:64]([CH3:65])[C:47]([NH:48]1)=[CH:46][C:44]1=[N:45][C:41]([C:42]([CH:72]=[CH2:73])=[C:43]1[CH3:71])=[CH:40]2)=[O:60], predict the reactants needed to synthesize it. The reactants are: [C:1]([O:18][CH2:19][C@H:20]([CH2:23][O:24][P:25]([O:28][CH2:29][CH2:30][N+:31]([CH3:34])([CH3:33])[CH3:32])([OH:27])=[O:26])[O:21]O)(=[O:17])[CH2:2][CH2:3][CH2:4][CH2:5][CH2:6][CH2:7][CH2:8][CH2:9][CH2:10][CH2:11][CH2:12][CH2:13][CH2:14][CH2:15][CH3:16].[CH3:35][CH2:36][C:37]1[C:55]2=[N:56][C:39](=[CH:40][C:41]3[NH:45][C:44]([CH:46]=[C:47]4[C@@H:64]([CH3:65])[C@H:63]([CH2:66][CH2:67][C:68]([OH:70])=[O:69])[C:49]([C:50]5[CH2:61][C:59](=[O:60])[C:58]6[C:51]=5[NH:52][C:53]([C:57]=6[CH3:62])=[CH:54]2)=[N:48]4)=[C:43]([CH3:71])[C:42]=3[CH:72]=[CH2:73])[C:38]=1[CH3:74].C(Cl)CCl. (4) Given the product [NH2:1][C:2]1[O:6][N:5]=[C:4]([C:7]2[CH:12]=[CH:11][CH:10]=[C:9]([O:13][C:14]([F:15])([F:16])[F:17])[CH:8]=2)[C:3]=1[C:18]([N:46]1[CH2:45][CH2:44][N:43]([C:49]2[CH:54]=[CH:53][CH:52]=[CH:51][C:50]=2[OH:55])[CH2:48][CH2:47]1)=[O:20], predict the reactants needed to synthesize it. The reactants are: [NH2:1][C:2]1[O:6][N:5]=[C:4]([C:7]2[CH:12]=[CH:11][CH:10]=[C:9]([O:13][C:14]([F:17])([F:16])[F:15])[CH:8]=2)[C:3]=1[C:18]([OH:20])=O.Cl.C(N=C=NCCCN(C)C)C.OC1C2N=NNC=2C=CC=1.[N:43]1([C:49]2[CH:54]=[CH:53][CH:52]=[CH:51][C:50]=2[OH:55])[CH2:48][CH2:47][NH:46][CH2:45][CH2:44]1. (5) Given the product [Br:1][C:2]1[CH:3]=[C:4]([NH:8][S:18]([CH2:16][CH3:17])(=[O:20])=[O:19])[CH:5]=[N:6][CH:7]=1, predict the reactants needed to synthesize it. The reactants are: [Br:1][C:2]1[CH:3]=[C:4]([NH2:8])[CH:5]=[N:6][CH:7]=1.C(N(CC)CC)C.[CH2:16]([S:18](Cl)(=[O:20])=[O:19])[CH3:17].[OH-].[Na+]. (6) Given the product [CH3:9][O:2][C:1]1[CH:3]=[C:4]([O:5][C:13]2[CH:14]=[C:15]([OH:19])[CH:16]=[CH:17][CH:18]=2)[CH:6]=[CH:7][CH:8]=1, predict the reactants needed to synthesize it. The reactants are: [C:1]1([CH:8]=[CH:7][CH:6]=[C:4]([OH:5])[CH:3]=1)[OH:2].[CH3:9][O-].[Na+].Br[C:13]1[CH:14]=[C:15]([O:19]C)[CH:16]=[CH:17][CH:18]=1. (7) Given the product [CH2:1]([O:8][C:9]1[N:17]=[C:16]([C:18]2[CH:23]=[CH:22][C:21]([N:24]([CH3:26])[CH3:25])=[CH:20][CH:19]=2)[C:15]([CH2:27][OH:28])=[C:14]([O:29][CH2:30][C:31]2[CH:36]=[CH:35][CH:34]=[CH:33][CH:32]=2)[C:10]=1[C:11]([O:13][CH2:1][C:2]1[CH:7]=[CH:6][CH:5]=[CH:4][CH:3]=1)=[O:12])[C:2]1[CH:3]=[CH:4][CH:5]=[CH:6][CH:7]=1, predict the reactants needed to synthesize it. The reactants are: [CH2:1]([O:8][C:9]1[N:17]=[C:16]([C:18]2[CH:23]=[CH:22][C:21]([N:24]([CH3:26])[CH3:25])=[CH:20][CH:19]=2)[C:15]([CH:27]=[O:28])=[C:14]([O:29][CH2:30][C:31]2[CH:36]=[CH:35][CH:34]=[CH:33][CH:32]=2)[C:10]=1[C:11]([O-:13])=[O:12])[C:2]1[CH:7]=[CH:6][CH:5]=[CH:4][CH:3]=1.[BH4-].[Na+]. (8) The reactants are: [CH:1]1([CH2:4][O:5][C:6]2[CH:11]=[CH:10][C:9]([CH3:12])=[CH:8][C:7]=2[C:13]2[CH:18]=[CH:17][N:16]=[C:15]3[C:19]([C:31](O)=[O:32])=[C:20]([CH3:30])[N:21]([CH2:22][O:23][CH2:24][CH2:25][Si:26]([CH3:29])([CH3:28])[CH3:27])[C:14]=23)[CH2:3][CH2:2]1.[NH2:34][C@H:35]1[CH2:40][CH2:39][C@H:38]([NH:41][C:42](=[O:48])[O:43][C:44]([CH3:47])([CH3:46])[CH3:45])[CH2:37][CH2:36]1. Given the product [CH:1]1([CH2:4][O:5][C:6]2[CH:11]=[CH:10][C:9]([CH3:12])=[CH:8][C:7]=2[C:13]2[CH:18]=[CH:17][N:16]=[C:15]3[C:19]([C:31]([NH:34][C@H:35]4[CH2:40][CH2:39][C@H:38]([NH:41][C:42](=[O:48])[O:43][C:44]([CH3:46])([CH3:45])[CH3:47])[CH2:37][CH2:36]4)=[O:32])=[C:20]([CH3:30])[N:21]([CH2:22][O:23][CH2:24][CH2:25][Si:26]([CH3:27])([CH3:29])[CH3:28])[C:14]=23)[CH2:2][CH2:3]1, predict the reactants needed to synthesize it. (9) Given the product [F:18][C:19]1[CH:20]=[CH:21][C:22]([CH3:26])=[C:23]([CH:25]=1)[NH:24][C:2]1[CH:7]=[C:6]([C:8]([F:11])([F:10])[F:9])[N:5]=[C:4]([C:12]2[CH:13]=[N:14][CH:15]=[CH:16][CH:17]=2)[N:3]=1, predict the reactants needed to synthesize it. The reactants are: Cl[C:2]1[CH:7]=[C:6]([C:8]([F:11])([F:10])[F:9])[N:5]=[C:4]([C:12]2[CH:13]=[N:14][CH:15]=[CH:16][CH:17]=2)[N:3]=1.[F:18][C:19]1[CH:20]=[CH:21][C:22]([CH3:26])=[C:23]([CH:25]=1)[NH2:24].